Dataset: Reaction yield outcomes from USPTO patents with 853,638 reactions. Task: Predict the reaction yield, written as a fraction of the theoretical maximum amount of product (1.0 means a 100% yield; for example, 0.34 means a 34% yield). The reactants are [CH3:1][C:2]1[C:7]([C:8]([F:11])([F:10])[F:9])=[CH:6][CH:5]=[CH:4][C:3]=1[CH2:12][N:13]1[C:17]2[CH:18]=[C:19]([N:26]3[CH2:31][CH2:30][O:29][CH2:28][CH2:27]3)[CH:20]=[C:21]([C:22]([O:24]C)=[O:23])[C:16]=2[N:15]=[C:14]1[C:32]([F:35])([F:34])[F:33].[OH-].[Li+]. The catalyst is C1COCC1. The product is [CH3:1][C:2]1[C:7]([C:8]([F:9])([F:11])[F:10])=[CH:6][CH:5]=[CH:4][C:3]=1[CH2:12][N:13]1[C:17]2[CH:18]=[C:19]([N:26]3[CH2:31][CH2:30][O:29][CH2:28][CH2:27]3)[CH:20]=[C:21]([C:22]([OH:24])=[O:23])[C:16]=2[N:15]=[C:14]1[C:32]([F:34])([F:33])[F:35]. The yield is 0.870.